From a dataset of Catalyst prediction with 721,799 reactions and 888 catalyst types from USPTO. Predict which catalyst facilitates the given reaction. (1) Reactant: [OH:1][C:2]1[CH:3]=[CH:4][C:5]2[C:6](=[O:16])[C:7]3[C:12]([O:13][C:14]=2[CH:15]=1)=[CH:11][CH:10]=[CH:9][CH:8]=3.C([O-])([O-])=O.[K+].[K+].[CH2:23](Br)[C:24]#[CH:25]. Product: [C:23]([O:1][C:2]1[CH:3]=[CH:4][C:5]2[C:6](=[O:16])[C:7]3[C:12]([O:13][C:14]=2[CH:15]=1)=[CH:11][CH:10]=[CH:9][CH:8]=3)#[C:24][CH3:25]. The catalyst class is: 21. (2) The catalyst class is: 2. Product: [Cl:1][C:2]1[CH:7]=[C:6]([C:8]([OH:50])([CH:13]([C:15]2[CH:20]=[CH:19][C:18]([O:21][CH2:22][CH2:23][CH2:24][C:25]3[NH:29][N:28]=[N:27][N:26]=3)=[CH:17][C:16]=2[Cl:49])[CH3:14])[C:9]([F:11])([F:10])[F:12])[CH:5]=[CH:4][N:3]=1. Reactant: [Cl:1][C:2]1[CH:7]=[C:6]([C:8]([OH:50])([CH:13]([C:15]2[CH:20]=[CH:19][C:18]([O:21][CH2:22][CH2:23][CH2:24][C:25]3[N:29](C(C4C=CC=CC=4)(C4C=CC=CC=4)C4C=CC=CC=4)[N:28]=[N:27][N:26]=3)=[CH:17][C:16]=2[Cl:49])[CH3:14])[C:9]([F:12])([F:11])[F:10])[CH:5]=[CH:4][N:3]=1.FC(F)(F)C(O)=O.